This data is from Catalyst prediction with 721,799 reactions and 888 catalyst types from USPTO. The task is: Predict which catalyst facilitates the given reaction. (1) Reactant: [N+:1]([C:4]1[CH:5]=[C:6]([CH:10]=[CH:11][C:12]=1[N+:13]([O-:15])=[O:14])[C:7]([OH:9])=O)([O-:3])=[O:2].S(Cl)(Cl)=O.C(N(CC)CC)C.[NH:27]1[CH2:32][CH2:31][O:30][CH2:29][CH2:28]1. Product: [N+:1]([C:4]1[CH:5]=[C:6]([C:7]([N:27]2[CH2:32][CH2:31][O:30][CH2:29][CH2:28]2)=[O:9])[CH:10]=[CH:11][C:12]=1[N+:13]([O-:15])=[O:14])([O-:3])=[O:2]. The catalyst class is: 118. (2) Reactant: [CH2:1]([O:3][C:4]1[CH:5]=[C:6]2[C:11](=[CH:12][C:13]=1[O:14][CH2:15][CH3:16])[N:10]=[CH:9][C:8]([C:17]([NH2:19])=[O:18])=[C:7]2[NH:20][C:21]1[CH:26]=[CH:25][CH:24]=[C:23]([CH2:27]O)[C:22]=1[CH2:29][CH3:30])[CH3:2].S(Cl)([Cl:33])=O. Product: [Cl:33][CH2:27][C:23]1[C:22]([CH2:29][CH3:30])=[C:21]([NH:20][C:7]2[C:6]3[C:11](=[CH:12][C:13]([O:14][CH2:15][CH3:16])=[C:4]([O:3][CH2:1][CH3:2])[CH:5]=3)[N:10]=[CH:9][C:8]=2[C:17]([NH2:19])=[O:18])[CH:26]=[CH:25][CH:24]=1. The catalyst class is: 2.